From a dataset of CYP2D6 inhibition data for predicting drug metabolism from PubChem BioAssay. Regression/Classification. Given a drug SMILES string, predict its absorption, distribution, metabolism, or excretion properties. Task type varies by dataset: regression for continuous measurements (e.g., permeability, clearance, half-life) or binary classification for categorical outcomes (e.g., BBB penetration, CYP inhibition). Dataset: cyp2d6_veith. (1) The compound is COc1ccc(C2(CNC(=O)/C=C/c3ccco3)CCCC2)cc1OC. The result is 0 (non-inhibitor). (2) The compound is FC(F)(F)c1ccc(/C=N/N2CCN(Cc3cccc4ccccc34)CC2)cc1. The result is 0 (non-inhibitor). (3) The drug is COc1cccc(C2=NOC(C(=O)Nc3ccc(OC)c(OC)c3)C2)c1. The result is 0 (non-inhibitor). (4) The compound is OC1(c2ccc(OC(F)F)cc2)CSC(=Nc2cccnc2)N1C1CC1. The result is 1 (inhibitor). (5) The molecule is CCCc1nnc(SCC(=O)N2CCCCC2)n1CC1CCCO1. The result is 0 (non-inhibitor).